From a dataset of Forward reaction prediction with 1.9M reactions from USPTO patents (1976-2016). Predict the product of the given reaction. (1) Given the reactants FC(F)(F)C(O)=O.C(NC1NC2C(N=C(OC)N=2)=C(N)N=1)CCC.C(=O)([O-])[O-].[K+].[K+].N1CCCCCC1.C(N(CC)CC)C.[CH2:45]([NH:49][C:50]1[N:58]=[C:57]2[C:53]([N:54]=[C:55]([O:71]C)[N:56]2[CH2:59][CH2:60][CH2:61][CH2:62][CH2:63][N:64]2[CH2:70][CH2:69][CH2:68][CH2:67][CH2:66][CH2:65]2)=[C:52]([NH2:73])[N:51]=1)[CH2:46][CH2:47][CH3:48], predict the reaction product. The product is: [NH2:73][C:52]1[N:51]=[C:50]([NH:49][CH2:45][CH2:46][CH2:47][CH3:48])[N:58]=[C:57]2[C:53]=1[NH:54][C:55](=[O:71])[N:56]2[CH2:59][CH2:60][CH2:61][CH2:62][CH2:63][N:64]1[CH2:65][CH2:66][CH2:67][CH2:68][CH2:69][CH2:70]1. (2) Given the reactants [NH2:1][C:2]1[C:10]([C:12]2[CH:17]=[CH:16][C:15]([C:18]3([C:21]([F:24])([F:23])[F:22])[N:20]=[N:19]3)=[CH:14][CH:13]=2)([OH:11])[C:9]2[C:4](=[CH:5][CH:6]=[C:7]([C:25]#[C:26][Si](C)(C)C)[CH:8]=2)[N:3]=1.CCCC[N+](CCCC)(CCCC)CCCC.[F-], predict the reaction product. The product is: [NH2:1][C:2]1[C:10]([C:12]2[CH:17]=[CH:16][C:15]([C:18]3([C:21]([F:24])([F:23])[F:22])[N:20]=[N:19]3)=[CH:14][CH:13]=2)([OH:11])[C:9]2[C:4](=[CH:5][CH:6]=[C:7]([C:25]#[CH:26])[CH:8]=2)[N:3]=1. (3) Given the reactants [O:1]=[C:2]=[N:3]C1CC(C)(C)CC(C)(CN=C=O)C1.[C:17]([O-:30])(=[O:29])[CH2:18][CH2:19]CCCCCCCCC.[C:17]([O-:30])(=[O:29])[CH2:18][CH2:19]CCCCCCCCC.C([Sn+2]CCCC)CCC.C(C1[C:63]([OH:64])=[C:62](C(C)(C)C)C=C(C)C=1)(C)(C)C.C(OCCO)(=O)C=C.CCCCO[C@H](CO)CC, predict the reaction product. The product is: [C:17]([OH:30])(=[O:29])[CH:18]=[CH2:19].[NH2:3][C:2]([O:64][CH2:63][CH3:62])=[O:1]. (4) Given the reactants [Br:1][C:2]1[C:3]([NH:9][CH:10]2[CH2:13][CH2:12][CH2:11]2)=[N:4][C:5](Cl)=[N:6][CH:7]=1.[CH2:14]([O:17][C:18]1[CH:19]=[C:20]([CH:22]=[CH:23][CH:24]=1)[NH2:21])[CH2:15][CH3:16].C1(C)C=CC(S(O)(=O)=O)=CC=1, predict the reaction product. The product is: [Br:1][C:2]1[C:3]([NH:9][CH:10]2[CH2:13][CH2:12][CH2:11]2)=[N:4][C:5]([NH:21][C:20]2[CH:22]=[CH:23][CH:24]=[C:18]([O:17][CH2:14][CH2:15][CH3:16])[CH:19]=2)=[N:6][CH:7]=1. (5) Given the reactants [F:1][C:2]1[CH:7]=[CH:6][C:5]([S:8](Cl)(=[O:10])=[O:9])=[CH:4][CH:3]=1.Cl.[Cl:13][C:14]1[C:15]([CH2:29][NH:30][C:31]([C@@H:33]2[CH2:37][C@@H:36]([F:38])[C@H:35]([CH3:39])[NH:34]2)=[O:32])=[CH:16][C:17]([C:20]2[S:24][C:23]([C:25]([F:28])([F:27])[F:26])=[N:22][CH:21]=2)=[N:18][CH:19]=1, predict the reaction product. The product is: [Cl:13][C:14]1[C:15]([CH2:29][NH:30][C:31]([C@@H:33]2[CH2:37][C@@H:36]([F:38])[C@H:35]([CH3:39])[N:34]2[S:8]([C:5]2[CH:6]=[CH:7][C:2]([F:1])=[CH:3][CH:4]=2)(=[O:10])=[O:9])=[O:32])=[CH:16][C:17]([C:20]2[S:24][C:23]([C:25]([F:28])([F:27])[F:26])=[N:22][CH:21]=2)=[N:18][CH:19]=1. (6) Given the reactants [CH2:1]([C:8]1[N:9]=[N:10][C:11]([C:14]2[CH:19]=[CH:18][C:17]([O:20]C)=[C:16]([F:22])[CH:15]=2)=[CH:12][CH:13]=1)[C:2]1[CH:7]=[CH:6][CH:5]=[CH:4][CH:3]=1, predict the reaction product. The product is: [CH2:1]([C:8]1[N:9]=[N:10][C:11]([C:14]2[CH:19]=[CH:18][C:17]([OH:20])=[C:16]([F:22])[CH:15]=2)=[CH:12][CH:13]=1)[C:2]1[CH:3]=[CH:4][CH:5]=[CH:6][CH:7]=1. (7) Given the reactants O.NN.[Cl:4][C:5]1[CH:10]=[CH:9][C:8]([CH2:11][CH3:12])=[C:7]([N+:13]([O-])=O)[CH:6]=1.C, predict the reaction product. The product is: [Cl:4][C:5]1[CH:10]=[CH:9][C:8]([CH2:11][CH3:12])=[C:7]([CH:6]=1)[NH2:13]. (8) The product is: [CH2:41]([N:38]1[C:33]2=[N:34][C:35]([CH2:36][CH3:37])=[C:30]([CH2:29][NH:28][C:26]([C:22]3[CH:23]=[CH:24][CH:25]=[C:20]([C:18]([NH:17][CH2:16][C:11]4[CH:10]=[C:9]([C:5]5[CH:6]=[CH:7][CH:8]=[C:3]([CH2:2][N:56]6[CH2:57][CH2:58][N:53]([CH:51]([CH3:52])[CH3:50])[CH2:54][CH2:55]6)[CH:4]=5)[C:14]([F:15])=[CH:13][CH:12]=4)=[O:19])[CH:21]=3)=[O:27])[C:31]([NH:43][CH:44]3[CH2:49][CH2:48][O:47][CH2:46][CH2:45]3)=[C:32]2[CH:40]=[N:39]1)[CH3:42]. Given the reactants Cl[CH2:2][C:3]1[CH:4]=[C:5]([C:9]2[C:14]([F:15])=[CH:13][CH:12]=[C:11]([CH2:16][NH:17][C:18]([C:20]3[CH:25]=[CH:24][CH:23]=[C:22]([C:26]([NH:28][CH2:29][C:30]4[C:31]([NH:43][CH:44]5[CH2:49][CH2:48][O:47][CH2:46][CH2:45]5)=[C:32]5[CH:40]=[N:39][N:38]([CH2:41][CH3:42])[C:33]5=[N:34][C:35]=4[CH2:36][CH3:37])=[O:27])[CH:21]=3)=[O:19])[CH:10]=2)[CH:6]=[CH:7][CH:8]=1.[CH3:50][CH:51]([N:53]1[CH2:58][CH2:57][NH:56][CH2:55][CH2:54]1)[CH3:52], predict the reaction product. (9) Given the reactants [Br:1][C:2]1[CH:3]=[C:4]([CH:12]([CH2:18][CH:19]([CH3:21])[CH3:20])[C:13]([O:15][CH2:16][CH3:17])=[O:14])[CH:5]=[C:6]([N+:9]([O-:11])=[O:10])[C:7]=1[OH:8].C([O-])([O-])=O.[Cs+].[Cs+].[CH:28]1([CH2:31]Br)[CH2:30][CH2:29]1.O, predict the reaction product. The product is: [Br:1][C:2]1[CH:3]=[C:4]([CH:12]([CH2:18][CH:19]([CH3:20])[CH3:21])[C:13]([O:15][CH2:16][CH3:17])=[O:14])[CH:5]=[C:6]([N+:9]([O-:11])=[O:10])[C:7]=1[O:8][CH2:31][CH:28]1[CH2:30][CH2:29]1. (10) Given the reactants [ClH:1].Cl.[CH2:3]([N:10]1[CH2:15][CH2:14][NH:13][CH2:12][CH2:11]1)[C:4]1[CH:9]=[CH:8][CH:7]=[CH:6][CH:5]=1.[Cl:16][CH2:17][CH2:18][C:19]([C:21]1[CH:26]=[CH:25][CH:24]=[CH:23][CH:22]=1)=[O:20].[OH-].[K+], predict the reaction product. The product is: [ClH:16].[ClH:1].[CH2:3]([N:10]1[CH2:15][CH2:14][N:13]([CH2:17][CH2:18][C:19](=[O:20])[C:21]2[CH:26]=[CH:25][CH:24]=[CH:23][CH:22]=2)[CH2:12][CH2:11]1)[C:4]1[CH:5]=[CH:6][CH:7]=[CH:8][CH:9]=1.